Dataset: Full USPTO retrosynthesis dataset with 1.9M reactions from patents (1976-2016). Task: Predict the reactants needed to synthesize the given product. (1) Given the product [CH:1]12[CH2:10][CH:5]3[CH2:6][CH:7]([CH2:9][CH:3]([CH2:4]3)[C:2]1=[O:11])[CH2:8]2, predict the reactants needed to synthesize it. The reactants are: [CH:1]12[CH2:10][CH:5]3[CH2:6][CH:7]([CH2:9][CH:3]([CH2:4]3)[CH2:2]1)[CH2:8]2.[OH:11]N1C(=O)C2=CC=CC=C2C1=O.C1(OC)C=CC=CC=1.O=O.C12(O)CC3CC(CC(C3)C1)C2. (2) Given the product [Cl:32][C:2]([Cl:1])([Cl:33])[CH2:3][O:4][C:5]([C@@H:7]1[CH2:12][CH2:11][CH2:10][N:9]([C:13](=[O:31])[C@@H:14]([NH:16][C:17](=[O:30])[C@@H:18]([NH2:22])[CH:19]([CH3:21])[CH3:20])[CH3:15])[NH:8]1)=[O:6], predict the reactants needed to synthesize it. The reactants are: [Cl:1][C:2]([Cl:33])([Cl:32])[CH2:3][O:4][C:5]([C@@H:7]1[CH2:12][CH2:11][CH2:10][N:9]([C:13](=[O:31])[C@@H:14]([NH:16][C:17](=[O:30])[C@@H:18]([NH:22]C(OC(C)(C)C)=O)[CH:19]([CH3:21])[CH3:20])[CH3:15])[NH:8]1)=[O:6].C[Si](OS(C(F)(F)F)(=O)=O)(C)C. (3) Given the product [C:1]1([S:7]([C:10]2[CH:11]=[CH:12][C:13]([CH2:14][OH:15])=[CH:16][CH:17]=2)(=[O:8])=[O:9])[CH:6]=[CH:5][CH:4]=[CH:3][CH:2]=1, predict the reactants needed to synthesize it. The reactants are: [C:1]1([S:7]([C:10]2[CH:17]=[CH:16][C:13]([CH:14]=[O:15])=[CH:12][CH:11]=2)(=[O:9])=[O:8])[CH:6]=[CH:5][CH:4]=[CH:3][CH:2]=1.CO.[BH4-].[Na+].O. (4) Given the product [C:11]([O:15][C:16](=[O:26])[NH:17][C@H:18]([C:23](=[O:24])[NH:7][CH2:8][CH2:9][SH:10])[C:19]([CH3:22])([CH3:21])[CH3:20])([CH3:14])([CH3:12])[CH3:13], predict the reactants needed to synthesize it. The reactants are: C(=O)(O)[O-].[Na+].Cl.[NH2:7][CH2:8][CH2:9][SH:10].[C:11]([O:15][C:16](=[O:26])[NH:17][C@H:18]([C:23](F)=[O:24])[C:19]([CH3:22])([CH3:21])[CH3:20])([CH3:14])([CH3:13])[CH3:12]. (5) Given the product [OH:1][C:2]([CH3:24])([CH3:23])[C@H:3]([NH:8][C:9](=[O:22])[C:10]1[CH:15]=[CH:14][C:13]([C:16]#[C:17][C:18]#[C:19][CH2:20][OH:21])=[CH:12][CH:11]=1)[C:4]([NH:25][OH:26])=[O:5], predict the reactants needed to synthesize it. The reactants are: [OH:1][C:2]([CH3:24])([CH3:23])[C@H:3]([NH:8][C:9](=[O:22])[C:10]1[CH:15]=[CH:14][C:13]([C:16]#[C:17][C:18]#[C:19][CH2:20][OH:21])=[CH:12][CH:11]=1)[C:4](OC)=[O:5].[NH2:25][OH:26].C(O)(=O)C. (6) Given the product [C:1]1([S:7][C:10]2[S:11][CH:12]=[CH:13][N:14]=2)[CH:6]=[CH:5][CH:4]=[CH:3][CH:2]=1, predict the reactants needed to synthesize it. The reactants are: [C:1]1([S-:7])[CH:6]=[CH:5][CH:4]=[CH:3][CH:2]=1.[Na+].Br[C:10]1[S:11][CH:12]=[CH:13][N:14]=1.CC1(C)C2C(=C(P(C3C=CC=CC=3)C3C=CC=CC=3)C=CC=2)OC2C(P(C3C=CC=CC=3)C3C=CC=CC=3)=CC=CC1=2. (7) The reactants are: [NH:1]1[CH:9]=[C:7]([CH3:8])[C:5](=[O:6])[NH:4][C:2]1=[O:3].[CH2:10](Br)[C:11]1[CH:16]=[CH:15][CH:14]=[CH:13][CH:12]=1. Given the product [CH3:8][C:7]1[C:5](=[O:6])[NH:4][C:2](=[O:3])[N:1]([CH2:10][C:11]2[CH:16]=[CH:15][CH:14]=[CH:13][CH:12]=2)[CH:9]=1, predict the reactants needed to synthesize it.